Predict the reaction yield, written as a fraction of the theoretical maximum amount of product (1.0 means a 100% yield; for example, 0.34 means a 34% yield). From a dataset of Reaction yield outcomes from USPTO patents with 853,638 reactions. The reactants are [C:1]([NH:4][CH2:5][CH2:6][CH:7]1[C:15]2[C:10](=[CH:11][CH:12]=[C:13]([NH:17][C:18]([CH:20]3[CH2:22][CH2:21]3)=[O:19])[C:14]=2O)[CH2:9][CH2:8]1)(=[O:3])[CH3:2].C1(C)C=CC(S([O-])(=O)=O)=CC=1.[NH+]1C=CC=CC=1. The catalyst is C1(C)C(C)=CC=CC=1. The product is [CH:20]1([C:18]2[O:19][C:14]3[C:15]4[CH:7]([CH2:6][CH2:5][NH:4][C:1](=[O:3])[CH3:2])[CH2:8][CH2:9][C:10]=4[CH:11]=[CH:12][C:13]=3[N:17]=2)[CH2:22][CH2:21]1. The yield is 0.700.